This data is from Full USPTO retrosynthesis dataset with 1.9M reactions from patents (1976-2016). The task is: Predict the reactants needed to synthesize the given product. (1) Given the product [Br:1][C:2]1[CH:3]=[CH:4][C:5]([F:26])=[C:6]([C@:8]2([CH3:25])[CH2:12][O:11][S:10](=[O:28])(=[O:13])[N:9]2[CH2:14][C:15]2[CH:20]=[CH:19][C:18]([O:21][CH3:22])=[CH:17][C:16]=2[O:23][CH3:24])[CH:7]=1, predict the reactants needed to synthesize it. The reactants are: [Br:1][C:2]1[CH:3]=[CH:4][C:5]([F:26])=[C:6]([C:8]2([CH3:25])[CH2:12][O:11][S@@:10](=[O:13])[N:9]2[CH2:14][C:15]2[CH:20]=[CH:19][C:18]([O:21][CH3:22])=[CH:17][C:16]=2[O:23][CH3:24])[CH:7]=1.I([O-])(=O)(=O)=[O:28].[Na+]. (2) Given the product [CH3:17][N:16]1[C:12]([NH:11][C:2]2[C:3](=[CH:7][CH:8]=[CH:9][CH:10]=2)[C:4]([OH:6])=[O:5])=[CH:13][CH:14]=[N:15]1, predict the reactants needed to synthesize it. The reactants are: I[C:2]1[CH:10]=[CH:9][CH:8]=[CH:7][C:3]=1[C:4]([OH:6])=[O:5].[NH2:11][C:12]1[N:16]([CH3:17])[N:15]=[CH:14][CH:13]=1.C([O-])([O-])=O.[K+].[K+]. (3) Given the product [Br:1][C:2]1[CH:3]=[C:4]2[C:11](=[CH:12][CH:13]=1)[O:10][CH2:9][C:6]1([CH2:7][CH2:8]1)[C:5]2([NH:19][C:20]([NH2:22])=[S:21])[C:14]([F:18])([F:17])[CH2:15][OH:16], predict the reactants needed to synthesize it. The reactants are: [Br:1][C:2]1[CH:3]=[C:4]2[C:11](=[CH:12][CH:13]=1)[O:10][CH2:9][C:6]1([CH2:8][CH2:7]1)[C:5]2([NH:19][C:20]([NH:22]C(=O)C1C=CC=CC=1)=[S:21])[C:14]([F:18])([F:17])[CH2:15][OH:16].CN. (4) The reactants are: [NH2:1][C:2]1([C:15](=[O:53])[NH:16][CH2:17][CH2:18][CH2:19][N:20]2[C:28]3[C:23](=[C:24]([CH2:29][N:30]4[CH2:35][CH2:34][N:33]([CH2:36][CH2:37][O:38][C:39]5[CH:44]=[CH:43][C:42]([Cl:45])=[CH:41][CH:40]=5)[CH2:32][CH2:31]4)[CH:25]=[CH:26][CH:27]=3)[C:22]([C:46]3[CH:51]=[CH:50][CH:49]=[C:48]([F:52])[CH:47]=3)=[CH:21]2)[CH2:7][CH2:6][N:5](C(OC(C)(C)C)=O)[CH2:4][CH2:3]1.[Cl:54][C:55]1[CH:56]=[CH:57][C:58]([O:63][CH2:64][C:65]2[CH:70]=[CH:69][C:68]([O:71][C:72]([F:75])([F:74])[F:73])=[CH:67][CH:66]=2)=[C:59]([CH:62]=1)[CH:60]=O.[O-]S([O-])(=O)=O.[Mg+2].C(O[BH-](OC(=O)C)OC(=O)C)(=O)C.[Na+]. Given the product [Cl:54][C:55]1[CH:56]=[CH:57][C:58]([O:63][CH2:64][C:65]2[CH:70]=[CH:69][C:68]([O:71][C:72]([F:75])([F:74])[F:73])=[CH:67][CH:66]=2)=[C:59]([CH:62]=1)[CH2:60][NH:1][C:2]1([C:15]([NH:16][CH2:17][CH2:18][CH2:19][N:20]2[C:28]3[C:23](=[C:24]([CH2:29][N:30]4[CH2:31][CH2:32][N:33]([CH2:36][CH2:37][O:38][C:39]5[CH:40]=[CH:41][C:42]([Cl:45])=[CH:43][CH:44]=5)[CH2:34][CH2:35]4)[CH:25]=[CH:26][CH:27]=3)[C:22]([C:46]3[CH:51]=[CH:50][CH:49]=[C:48]([F:52])[CH:47]=3)=[CH:21]2)=[O:53])[CH2:3][CH2:4][NH:5][CH2:6][CH2:7]1, predict the reactants needed to synthesize it.